This data is from NCI-60 drug combinations with 297,098 pairs across 59 cell lines. The task is: Regression. Given two drug SMILES strings and cell line genomic features, predict the synergy score measuring deviation from expected non-interaction effect. (1) Drug 1: CC1=C(C=C(C=C1)NC2=NC=CC(=N2)N(C)C3=CC4=NN(C(=C4C=C3)C)C)S(=O)(=O)N.Cl. Drug 2: CCC1(CC2CC(C3=C(CCN(C2)C1)C4=CC=CC=C4N3)(C5=C(C=C6C(=C5)C78CCN9C7C(C=CC9)(C(C(C8N6C=O)(C(=O)OC)O)OC(=O)C)CC)OC)C(=O)OC)O.OS(=O)(=O)O. Cell line: RXF 393. Synergy scores: CSS=28.2, Synergy_ZIP=2.53, Synergy_Bliss=6.00, Synergy_Loewe=-7.99, Synergy_HSA=7.75. (2) Drug 1: C1C(C(OC1N2C=C(C(=O)NC2=O)F)CO)O. Drug 2: CC1C(C(CC(O1)OC2CC(CC3=C2C(=C4C(=C3O)C(=O)C5=CC=CC=C5C4=O)O)(C(=O)C)O)N)O. Cell line: T-47D. Synergy scores: CSS=41.8, Synergy_ZIP=-3.36, Synergy_Bliss=-2.00, Synergy_Loewe=0.683, Synergy_HSA=1.50. (3) Drug 1: C1=NC(=NC(=O)N1C2C(C(C(O2)CO)O)O)N. Drug 2: C1CC(=O)NC(=O)C1N2C(=O)C3=CC=CC=C3C2=O. Cell line: NCI-H226. Synergy scores: CSS=10.7, Synergy_ZIP=-4.25, Synergy_Bliss=-1.21, Synergy_Loewe=-15.1, Synergy_HSA=-1.95. (4) Drug 1: CC(C1=C(C=CC(=C1Cl)F)Cl)OC2=C(N=CC(=C2)C3=CN(N=C3)C4CCNCC4)N. Drug 2: N.N.Cl[Pt+2]Cl. Cell line: LOX IMVI. Synergy scores: CSS=10.2, Synergy_ZIP=-2.69, Synergy_Bliss=-1.86, Synergy_Loewe=1.01, Synergy_HSA=1.10. (5) Synergy scores: CSS=38.1, Synergy_ZIP=-5.87, Synergy_Bliss=-7.11, Synergy_Loewe=-36.9, Synergy_HSA=-5.94. Drug 1: C1=CC(=CC=C1CC(C(=O)O)N)N(CCCl)CCCl.Cl. Drug 2: CC1=C2C(C(=O)C3(C(CC4C(C3C(C(C2(C)C)(CC1OC(=O)C(C(C5=CC=CC=C5)NC(=O)C6=CC=CC=C6)O)O)OC(=O)C7=CC=CC=C7)(CO4)OC(=O)C)O)C)OC(=O)C. Cell line: PC-3. (6) Drug 1: CCC(=C(C1=CC=CC=C1)C2=CC=C(C=C2)OCCN(C)C)C3=CC=CC=C3.C(C(=O)O)C(CC(=O)O)(C(=O)O)O. Drug 2: CS(=O)(=O)CCNCC1=CC=C(O1)C2=CC3=C(C=C2)N=CN=C3NC4=CC(=C(C=C4)OCC5=CC(=CC=C5)F)Cl. Cell line: M14. Synergy scores: CSS=3.16, Synergy_ZIP=-2.47, Synergy_Bliss=-5.20, Synergy_Loewe=-6.11, Synergy_HSA=-3.20. (7) Synergy scores: CSS=2.05, Synergy_ZIP=-1.53, Synergy_Bliss=-1.73, Synergy_Loewe=-0.372, Synergy_HSA=-0.820. Drug 1: CC(C)NC(=O)C1=CC=C(C=C1)CNNC.Cl. Cell line: IGROV1. Drug 2: C(CCl)NC(=O)N(CCCl)N=O.